The task is: Regression. Given two drug SMILES strings and cell line genomic features, predict the synergy score measuring deviation from expected non-interaction effect.. This data is from NCI-60 drug combinations with 297,098 pairs across 59 cell lines. (1) Drug 1: CCCCC(=O)OCC(=O)C1(CC(C2=C(C1)C(=C3C(=C2O)C(=O)C4=C(C3=O)C=CC=C4OC)O)OC5CC(C(C(O5)C)O)NC(=O)C(F)(F)F)O. Drug 2: COC1=C2C(=CC3=C1OC=C3)C=CC(=O)O2. Cell line: M14. Synergy scores: CSS=74.6, Synergy_ZIP=14.2, Synergy_Bliss=7.13, Synergy_Loewe=-6.06, Synergy_HSA=5.33. (2) Synergy scores: CSS=48.4, Synergy_ZIP=0.173, Synergy_Bliss=-0.0724, Synergy_Loewe=-25.0, Synergy_HSA=0.862. Drug 1: COC1=C2C(=CC3=C1OC=C3)C=CC(=O)O2. Drug 2: CC1C(C(CC(O1)OC2CC(CC3=C2C(=C4C(=C3O)C(=O)C5=CC=CC=C5C4=O)O)(C(=O)C)O)N)O. Cell line: TK-10.